This data is from Full USPTO retrosynthesis dataset with 1.9M reactions from patents (1976-2016). The task is: Predict the reactants needed to synthesize the given product. (1) Given the product [OH:39][C@@H:35]([CH:33]([CH3:34])[CH3:32])[C:36]([N:29]1[CH2:30][CH2:31][N:26]([C:23]2[N:22]=[CH:21][C:20]([NH:19][C:17]([C:10]3[O:9][C:8]([C:2]4[CH:7]=[CH:6][CH:5]=[CH:4][CH:3]=4)=[N:12][C:11]=3[C:13]([F:14])([F:15])[F:16])=[O:18])=[CH:25][CH:24]=2)[CH2:27][CH2:28]1)=[O:37], predict the reactants needed to synthesize it. The reactants are: Cl.[C:2]1([C:8]2[O:9][C:10]([C:17]([NH:19][C:20]3[CH:21]=[N:22][C:23]([N:26]4[CH2:31][CH2:30][NH:29][CH2:28][CH2:27]4)=[CH:24][CH:25]=3)=[O:18])=[C:11]([C:13]([F:16])([F:15])[F:14])[N:12]=2)[CH:7]=[CH:6][CH:5]=[CH:4][CH:3]=1.[CH3:32][CH:33]([C@H:35]([OH:39])[C:36](O)=[O:37])[CH3:34].C(N(C(C)C)CC)(C)C.CN(C(ON1N=NC2C=CC=NC1=2)=[N+](C)C)C.F[P-](F)(F)(F)(F)F. (2) Given the product [C:12]([O:7][O:6][C:1]([CH2:4][CH3:5])([CH3:3])[CH3:2])(=[O:17])[C:13]([CH3:16])([CH3:15])[CH3:14], predict the reactants needed to synthesize it. The reactants are: [C:1]([O:6][OH:7])([CH2:4][CH3:5])([CH3:3])[CH3:2].[OH-].[K+].[OH-].[Na+].[C:12](Cl)(=[O:17])[C:13]([CH3:16])([CH3:15])[CH3:14].Cl.CCCCCCCCCC(C)C. (3) The reactants are: CC(CCCCCOC([C:12]1[C:17](C(OCCCCCC(C)C)=O)=[CH:16][CH:15]=[CH:14][CH:13]=1)=O)C.[CH:29]1[CH:30]=[CH:31][C:32]([P:35](C2C(C3C(P(C4C=CC=CC=4)C4C=CC=CC=4)=CC=C4C=3C=CC=C4)=C3C(C=CC=C3)=CC=2)[C:36]2[CH:37]=[CH:38][CH:39]=[CH:40][CH:41]=2)=[CH:33][CH:34]=1.C1OC2C(C3C4OCOC=4C=CC=3P(C3C=CC=CC=3)C3C=CC=CC=3)=C(P(C3C=CC=CC=3)C3C=CC=CC=3)C=CC=2O1.C1C2C=CC(=C(P(C3C=CC=CC=3)C3C=CC=CC=3)C=2)CCC2C=CC(=C(P(C3C=CC=CC=3)C3C=CC=CC=3)C=2)C1.COC1C(P(C2C=CC=CC=2)CCP(C2C(OC)=CC=CC=2)C2C=CC=CC=2)=CC=CC=1.CC(C(C)P(C1C=CC=CC=1)C1C=CC=CC=1)P(C1C=CC=CC=1)C1C=CC=CC=1.C1(P(CC2C(CP(C3C=CC=CC=3)C3C=CC=CC=3)OC(C)(C)O2)C2C=CC=CC=2)C=CC=CC=1.ClC1C=CC(P(C2C=CC=CC=2)C2C=CC=CC=2)=C(C2C(OC)=C(Cl)C=CC=2P(C2C=CC=CC=2)C2C=CC=CC=2)C=1OC.CC1P(C2C(P3C(C)CCC3C)=CC=CC=2)C(C)CC1.C1(P(C2C=CC=CC=2)C(CC(P(C2C=CC=CC=2)C2C=CC=CC=2)C)C)C=CC=CC=1.C1(P(C2C=CC=CC=2)C2C(P(C3C=CC=CC=3)C3C=CC=CC=3)CNC2)C=CC=CC=1.C1(P(C2C=CC=CC=2)C2CNC(CP(C3C=CC=CC=3)C3C=CC=CC=3)C2)C=CC=CC=1. Given the product [CH:39]1[CH:38]=[CH:37][C:36]([P:35]([C:12]2[CH:13]=[CH:14][CH:15]=[CH:16][CH:17]=2)[C:32]2[CH:33]=[CH:34][CH:29]=[CH:30][CH:31]=2)=[CH:41][CH:40]=1, predict the reactants needed to synthesize it.